From a dataset of Catalyst prediction with 721,799 reactions and 888 catalyst types from USPTO. Predict which catalyst facilitates the given reaction. Reactant: [F:1][C:2]1[CH:19]=[CH:18][C:5]2[N:6]([C:12]3[CH:17]=[CH:16][CH:15]=[CH:14][CH:13]=3)[C:7]([C@@H:9]([NH2:11])[CH3:10])=[N:8][C:4]=2[CH:3]=1.Cl[C:21]1[N:29]=[CH:28][N:27]=[C:26]2[C:22]=1[N:23]=[CH:24][N:25]2C1CCCCO1.CCN(C(C)C)C(C)C. Product: [F:1][C:2]1[CH:19]=[CH:18][C:5]2[N:6]([C:12]3[CH:17]=[CH:16][CH:15]=[CH:14][CH:13]=3)[C:7]([C@@H:9]([NH:11][C:21]3[N:29]=[CH:28][N:27]=[C:26]4[C:22]=3[NH:23][CH:24]=[N:25]4)[CH3:10])=[N:8][C:4]=2[CH:3]=1. The catalyst class is: 51.